This data is from Catalyst prediction with 721,799 reactions and 888 catalyst types from USPTO. The task is: Predict which catalyst facilitates the given reaction. (1) Reactant: [CH3:1][C:2]1[NH:3][C:4]2[C:5](=[O:14])[CH2:6][CH2:7][CH2:8][C:9]=2[C:10]=1[C:11]([OH:13])=O.C1C=CC2N(O)N=NC=2C=1.CCN=C=NCCCN(C)C.C(N(CC)CC)C.[NH2:43][CH2:44][CH:45]([OH:52])[CH2:46][N:47]([CH2:50][CH3:51])[CH2:48][CH3:49]. Product: [CH2:48]([N:47]([CH2:50][CH3:51])[CH2:46][CH:45]([OH:52])[CH2:44][NH:43][C:11]([C:10]1[C:9]2[CH2:8][CH2:7][CH2:6][C:5](=[O:14])[C:4]=2[NH:3][C:2]=1[CH3:1])=[O:13])[CH3:49]. The catalyst class is: 3. (2) Reactant: [Cl:1][C:2]1[N:7]=[C:6](Cl)[CH:5]=[CH:4][N:3]=1.C(N(CC)CC)C.[NH2:16][NH2:17].O. Product: [Cl:1][C:2]1[N:7]=[C:6]([NH:16][NH2:17])[CH:5]=[CH:4][N:3]=1. The catalyst class is: 8. (3) Reactant: [N:1]([C@@H:4]([CH2:9][C:10]1[CH:15]=[CH:14][CH:13]=[CH:12][CH:11]=1)[C:5]([O:7][CH3:8])=[O:6])=[C:2]=[O:3].Cl.[CH3:17][N:18]1[CH2:23][CH2:22][N:21]([C:24]2[CH:29]=[C:28]([C:30]3[CH:39]=[C:38]4[C:33]([CH2:34][CH2:35][NH:36][CH2:37]4)=[CH:32][CH:31]=3)[N:27]=[C:26]([NH2:40])[N:25]=2)[CH2:20][CH2:19]1.C(N(CC)CC)C. Product: [NH2:40][C:26]1[N:27]=[C:28]([C:30]2[CH:39]=[C:38]3[C:33]([CH2:34][CH2:35][N:36]([C:2]([NH:1][C@@H:4]([CH2:9][C:10]4[CH:15]=[CH:14][CH:13]=[CH:12][CH:11]=4)[C:5]([O:7][CH3:8])=[O:6])=[O:3])[CH2:37]3)=[CH:32][CH:31]=2)[CH:29]=[C:24]([N:21]2[CH2:20][CH2:19][N:18]([CH3:17])[CH2:23][CH2:22]2)[N:25]=1. The catalyst class is: 10.